The task is: Predict the product of the given reaction.. This data is from Forward reaction prediction with 1.9M reactions from USPTO patents (1976-2016). (1) Given the reactants S(Cl)([Cl:4])(=O)=O.[CH3:6][N:7]([CH3:37])[CH2:8][CH2:9][O:10][C:11]1[CH:16]=[CH:15][C:14]([C@H:17]2[CH2:34][C@@:32]3([CH3:33])[C@@H:28]([CH2:29][CH2:30][C:31]3=[O:35])[C@H:27]3[C:18]2=[C:19]2[C:24]([CH2:25][CH2:26]3)=[CH:23][C:22](=[O:36])[CH2:21][CH2:20]2)=[CH:13][CH:12]=1.C(=O)(O)[O-].[Na+], predict the reaction product. The product is: [Cl:4][C:23]1[C:22](=[O:36])[CH2:21][CH2:20][C:19]2[C:24]=1[CH2:25][CH2:26][C@@H:27]1[C:18]=2[C@@H:17]([C:14]2[CH:13]=[CH:12][C:11]([O:10][CH2:9][CH2:8][N:7]([CH3:6])[CH3:37])=[CH:16][CH:15]=2)[CH2:34][C@@:32]2([CH3:33])[C@H:28]1[CH2:29][CH2:30][C:31]2=[O:35]. (2) Given the reactants [CH2:1]([C:3]1[C:4](=[O:18])[N:5]=[C:6]([CH2:9][CH2:10][C:11]2[CH:16]=[CH:15][C:14]([F:17])=[CH:13][CH:12]=2)[NH:7][CH:8]=1)[CH3:2].I[CH2:20][C:21]([O:23][C:24]([CH3:27])([CH3:26])[CH3:25])=[O:22].C(N(C(C)C)CC)(C)C, predict the reaction product. The product is: [CH2:1]([C:3]1[C:4](=[O:18])[N:5]=[C:6]([CH2:9][CH2:10][C:11]2[CH:12]=[CH:13][C:14]([F:17])=[CH:15][CH:16]=2)[N:7]([CH2:20][C:21]([O:23][C:24]([CH3:27])([CH3:26])[CH3:25])=[O:22])[CH:8]=1)[CH3:2]. (3) Given the reactants Br[C:2]1[CH:14]=[CH:13][C:5]2[N:6]=[C:7]([NH:9][C:10](=[O:12])[CH3:11])[S:8][C:4]=2[CH:3]=1.CC1(C)C(C)(C)OB([C:23]2[CH:24]=[C:25]3[C:29](=[CH:30][CH:31]=2)[NH:28][CH:27]=[CH:26]3)O1, predict the reaction product. The product is: [NH:28]1[C:29]2[C:25](=[CH:24][C:23]([C:2]3[CH:14]=[CH:13][C:5]4[N:6]=[C:7]([NH:9][C:10](=[O:12])[CH3:11])[S:8][C:4]=4[CH:3]=3)=[CH:31][CH:30]=2)[CH:26]=[CH:27]1. (4) Given the reactants CC(C)([O-])C.[K+].[OH:7][CH2:8][CH2:9][N:10]1[CH2:15][CH2:14][N:13]([C:16]([O:18][C:19]([CH3:22])([CH3:21])[CH3:20])=[O:17])[CH2:12][CH2:11]1.F[C:24]1[CH:29]=[CH:28][N:27]2[C:30]([C:33]([NH:35][C:36]3[CH:44]=[CH:43][CH:42]=[C:41]4[C:37]=3[C:38]([CH3:53])=[N:39][N:40]4[CH2:45][C:46]3[CH:51]=[CH:50][CH:49]=[C:48]([CH3:52])[N:47]=3)=[O:34])=[CH:31][N:32]=[C:26]2[CH:25]=1, predict the reaction product. The product is: [CH3:53][C:38]1[C:37]2[C:41](=[CH:42][CH:43]=[CH:44][C:36]=2[NH:35][C:33]([C:30]2[N:27]3[CH:28]=[CH:29][C:24]([O:7][CH2:8][CH2:9][N:10]4[CH2:15][CH2:14][N:13]([C:16]([O:18][C:19]([CH3:22])([CH3:21])[CH3:20])=[O:17])[CH2:12][CH2:11]4)=[CH:25][C:26]3=[N:32][CH:31]=2)=[O:34])[N:40]([CH2:45][C:46]2[CH:51]=[CH:50][CH:49]=[C:48]([CH3:52])[N:47]=2)[N:39]=1. (5) Given the reactants [H-].[Na+].[CH2:3](Br)[CH:4]=[CH2:5].[Cl:7][C:8]1[CH:9]=[C:10]([NH:14][CH:15]2[CH2:20][CH2:19][CH2:18][N:17]([C:21]([O:23][C:24]([CH3:27])([CH3:26])[CH3:25])=[O:22])[CH2:16]2)[CH:11]=[CH:12][CH:13]=1, predict the reaction product. The product is: [CH2:3]([N:14]([C:10]1[CH:11]=[CH:12][CH:13]=[C:8]([Cl:7])[CH:9]=1)[CH:15]1[CH2:20][CH2:19][CH2:18][N:17]([C:21]([O:23][C:24]([CH3:27])([CH3:26])[CH3:25])=[O:22])[CH2:16]1)[CH:4]=[CH2:5]. (6) Given the reactants Br[C:2]1[C:8]([C:9]([F:12])([F:11])[F:10])=[CH:7][C:5]([NH2:6])=[CH:4][C:3]=1[Cl:13].C(=O)([O-])[O-].[Na+].[Na+].CC1(C)C(C)(C)OB([C:28]2[CH:33]=[CH:32][C:31]([C@H:34]([NH:36][S:37]([CH3:40])(=[O:39])=[O:38])[CH3:35])=[CH:30][CH:29]=2)O1.O, predict the reaction product. The product is: [NH2:6][C:5]1[CH:7]=[C:8]([C:9]([F:12])([F:11])[F:10])[C:2]([C:28]2[CH:29]=[CH:30][C:31]([C@H:34]([NH:36][S:37]([CH3:40])(=[O:38])=[O:39])[CH3:35])=[CH:32][CH:33]=2)=[C:3]([Cl:13])[CH:4]=1. (7) Given the reactants [Br:1][C:2]1[CH:7]=[C:6]([CH2:8][OH:9])[C:5]([F:10])=[CH:4][C:3]=1[CH2:11][OH:12].[CH3:13][O:14][C:15]([CH3:17])=[CH2:16].[C:18](=[O:21])([O-])O.[Na+].O1C[CH2:26][CH2:25][CH2:24]1, predict the reaction product. The product is: [Br:1][C:2]1[CH:7]=[C:6]([CH2:8][O:9][C:15]([CH3:17])([O:14][CH3:13])[CH3:16])[C:5]([F:10])=[CH:4][C:3]=1[CH2:11][O:12][C:25]([O:21][CH3:18])([CH3:26])[CH3:24].